This data is from Cav3 T-type calcium channel HTS with 100,875 compounds. The task is: Binary Classification. Given a drug SMILES string, predict its activity (active/inactive) in a high-throughput screening assay against a specified biological target. (1) The drug is O(N(c1nc(C2CCCCC2)c2c(n1)ccc(c2)C)C)C. The result is 0 (inactive). (2) The compound is Clc1ccc(c2c3n(nc2)c(c(cn3)C(=O)C)C)cc1. The result is 0 (inactive). (3) The compound is Clc1ccc(c2nn(c3sc(C(=O)N4CC(CCC4)C)cc23)C)cc1. The result is 0 (inactive). (4) The drug is Clc1cc2c(oc(=O)c(c2)c2sc(NC)nn2)cc1. The result is 0 (inactive). (5) The drug is FC(F)(F)c1nc(N2CCC(CC2)C)nc(c1)c1ccc(F)cc1. The result is 0 (inactive). (6) The molecule is O=C1C(C\C=C(\CCCC(CCCC(CCCC(C)C)C)C)C)=C(C(=O)c2c1cccc2)C. The result is 0 (inactive). (7) The compound is S(CC(=O)NC1CCCC1)c1c2c(n(CCNC(=O)c3sccc3)c1)cccc2. The result is 0 (inactive). (8) The compound is Brc1c(n(nc1C(=O)N)C)C. The result is 0 (inactive). (9) The molecule is o1c2c(c(c1C)C(OC(C)C)=O)cc(OCC(=O)N(CC)CC)cc2. The result is 0 (inactive). (10) The result is 0 (inactive). The drug is S(c1[nH]n2c(nc(cc2=O)COC)n1)C.